This data is from Forward reaction prediction with 1.9M reactions from USPTO patents (1976-2016). The task is: Predict the product of the given reaction. (1) Given the reactants [CH3:1][C:2]1[N:3]=[C:4]([NH:7][C:8]2[C:13]([OH:14])=[CH:12][CH:11]=[CH:10][N:9]=2)[S:5][CH:6]=1.[ClH:15].Br[CH2:17][C:18]1[CH:19]=[N:20][CH:21]=[CH:22][CH:23]=1.C(=O)([O-])[O-].[K+].[K+], predict the reaction product. The product is: [ClH:15].[ClH:15].[CH3:1][C:2]1[N:3]=[C:4]([NH:7][C:8]2[C:13]([O:14][CH2:17][C:18]3[CH:19]=[N:20][CH:21]=[CH:22][CH:23]=3)=[CH:12][CH:11]=[CH:10][N:9]=2)[S:5][CH:6]=1. (2) Given the reactants C(Cl)(=O)C(Cl)=O.CN(C=O)C.N1C=CC=CC=1.[CH3:18][O:19][C:20]([C:22]1[CH:26]=[CH:25][N:24]([CH2:27][CH2:28][CH2:29][C@H:30]([NH:34][C:35](=[O:61])[C@H:36]([CH2:53][C:54]2[CH:59]=[CH:58][CH:57]=[C:56]([CH3:60])[CH:55]=2)[NH:37][C:38](=[O:52])[CH:39]([C:46]2[CH:51]=[CH:50][CH:49]=[CH:48][CH:47]=2)[C:40]2[CH:45]=[CH:44][CH:43]=[CH:42][CH:41]=2)[C:31]([NH2:33])=O)[N:23]=1)=[O:21], predict the reaction product. The product is: [CH3:18][O:19][C:20]([C:22]1[CH:26]=[CH:25][N:24]([CH2:27][CH2:28][CH2:29][C@H:30]([NH:34][C:35](=[O:61])[C@H:36]([CH2:53][C:54]2[CH:59]=[CH:58][CH:57]=[C:56]([CH3:60])[CH:55]=2)[NH:37][C:38](=[O:52])[CH:39]([C:46]2[CH:47]=[CH:48][CH:49]=[CH:50][CH:51]=2)[C:40]2[CH:41]=[CH:42][CH:43]=[CH:44][CH:45]=2)[C:31]#[N:33])[N:23]=1)=[O:21]. (3) Given the reactants Cl.Cl.[NH:3]1[C:11]2[C:6](=[CH:7][C:8]([C:12]3[C:20]4[C:19]([NH2:21])=[N:18][CH:17]=[N:16][C:15]=4[N:14]([CH3:22])[CH:13]=3)=[CH:9][CH:10]=2)[CH2:5][CH2:4]1.[F:23][C:24]1[C:29]([F:30])=[CH:28][C:27]([F:31])=[CH:26][C:25]=1[CH2:32][C:33](O)=[O:34].CN(C(ON1N=NC2C=CC=NC1=2)=[N+](C)C)C.F[P-](F)(F)(F)(F)F.CCN(C(C)C)C(C)C, predict the reaction product. The product is: [CH3:22][N:14]1[C:15]2[N:16]=[CH:17][N:18]=[C:19]([NH2:21])[C:20]=2[C:12]([C:8]2[CH:7]=[C:6]3[C:11](=[CH:10][CH:9]=2)[N:3]([C:33](=[O:34])[CH2:32][C:25]2[CH:26]=[C:27]([F:31])[CH:28]=[C:29]([F:30])[C:24]=2[F:23])[CH2:4][CH2:5]3)=[CH:13]1. (4) Given the reactants [C:1](=[O:16])([O:9][C:10]1[CH:15]=[CH:14][CH:13]=[CH:12][CH:11]=1)OC1C=CC=CC=1.[NH2:17][C@H:18]([C:23]([O-:25])=[O:24])[CH2:19][CH2:20][S:21][CH3:22].C([S+]1CCCC1)CCC.Cl, predict the reaction product. The product is: [O:9]([C:1]([NH:17][C@H:18]([C:23]([OH:25])=[O:24])[CH2:19][CH2:20][S:21][CH3:22])=[O:16])[C:10]1[CH:11]=[CH:12][CH:13]=[CH:14][CH:15]=1.